Dataset: Experimentally validated miRNA-target interactions with 360,000+ pairs, plus equal number of negative samples. Task: Binary Classification. Given a miRNA mature sequence and a target amino acid sequence, predict their likelihood of interaction. (1) The miRNA is hsa-miR-92a-3p with sequence UAUUGCACUUGUCCCGGCCUGU. The protein sequence of the target gene is MSTKQITCRYFMHGVCREGSQCLFSHDLANSKPSTICKYYQKGYCAYGTRCRYDHTRPSAAAGGAVGTMAHSVPSPAFHSPHPPSEVTASIVKTNSHEPGKREKRTLVLRDRNLSGMAERKTQPSMVSNPGSCSDPQPSPEMKPHSYLDAIRSGLDDVEASSSYSNEQQLCPYAAAGECRFGDACVYLHGEVCEICRLQVLHPFDPEQRKAHEKICMLTFEHEMEKAFAFQASQDKVCSICMEVILEKASASERRFGILSNCNHTYCLSCIRQWRCAKQFENPIIKSCPECRVISEFVIP.... Result: 1 (interaction). (2) The miRNA is hsa-miR-889-3p with sequence UUAAUAUCGGACAACCAUUGU. The protein sequence of the target gene is MAVVNTSIPGLSGENPHYIPGYTGHCPLLRFSMGQTYGQVTGQLLRGPPGLAWPPAHRTLLPPIQSPRSPVISKGRLPPRRGHERLSSSIIPGYTGFIPRAQFIFAKNCNQVWAEAMSEFTRRHGEQESHQLPDGAKGEREVEEDQLREAEEPPLKQELAHASPYSMDDTDPHKFFMSGFTGYVPRARFLFGSSFPVLTNQALQEFGQMCSRGRAHKDPKPLSPLPRPTFQNLGLLPHYGGYVPGYKFQFGGTFGHLTHDALGLSITQKQLPA. Result: 0 (no interaction). (3) The miRNA is hsa-miR-6730-5p with sequence AGAAAGGUGGAGGGGUUGUCAGA. The protein sequence of the target gene is MPRGFLVKRSKKSTPVSYRVRGGEDSDRALLLSPGCGGARAEPPVPSPGPLPPPPPPALAERAHAALAAALACAPGPPPPPPPGPRAAHFGNPEAAHPAPLYSPTRPVSREHEKHKYFERSFNLGSPVSAESFPTPAALLAGGGSGANGAGGGGGGTCGGDALLFAPAELKMGTAFSAGAEAARGPGTGPPLSPAAALRPPGKRPAPPAAVATEPPAKAAKAPSAKKPKAIRKLHFEDEVTTSPVLGLKIKEGPVEAPRGRAGGATRPLGEFICQLCKEEYADPFALAQHKCSRIVRVEY.... Result: 0 (no interaction). (4) The miRNA is hsa-miR-4727-3p with sequence AUAGUGGGAAGCUGGCAGAUUC. The protein sequence of the target gene is MATTEDDRLAGSGEGERLDFLRDRHVRFFQRCLQVLPERYSSLETSRLTIAFFALSGLDMLDSLDVVNKDDIIEWIYSLQVLPTEDRSNLSRCGFRGSSYLGIPFNPSKNPGAAHPYDSGHIAMTYTGLSCLIILGDDLGRVDKEACLAGLRALQLEDGSFCAVPEGSENDMRFVYCASCICYMLNNWSGMDMKKAISYIRRSMSYDNGLAQGAGLESHGGSTFCGIASLCLMGKLEEVFSEKELNRIKRWCIMRQQNGYHGRPNKPVDTCYSFWVGATLKLLKIFQYTNFEKNRNYILS.... Result: 0 (no interaction). (5) The miRNA is hsa-miR-3665 with sequence AGCAGGUGCGGGGCGGCG. The protein sequence of the target gene is MPVSTALHQDGSQERPRSLVSTTSSSGSSRDSHSAMEEPTGSEASAQNGTGSPWDRHVPNSNNNSSGWLNMKGPLSPFNGRAGTSPAYHKLSYLGRVVREIVETERMYVQDLRSIVEDYLLKIIDTPGLLKPEQVSALFGNIESIYALNSQLLRDLDSCNSDPVAVASCFVERSQEFDIYTQYCNNYPNSVAALTECMQDKQQAKFFRDRQELLQHSLPLGSYLLKPVQRVLKYHLLLQEIAKHFDEEEDGFEVVEDAIDTMTCVAWYINDMKRRHEHAVRLQEIQSLLINWKGPDLTTY.... Result: 0 (no interaction). (6) The miRNA is hsa-miR-1255a with sequence AGGAUGAGCAAAGAAAGUAGAUU. The protein sequence of the target gene is MSETPAQSSIKQERISYTPPESPVASHRSSTPLHVHTVPRALRMEEDSIHLPTHLRLQPIYWSRDDVAQWLKWAENEFSLRPIESNKFEMNGKALLLLTKEDFRYRSPHSGDVLYELLQHILKQRKSRMLFSPFFPPGDSIHTKPEVLLHQNHDEDNCVQRTPRTPAESVHHNPPTIELLHRPRSPITTNHRPSPDPEQQRPQRSPLDNMSRRLSPVEKAQGPRLQQENNHQETYPLSVSPVENNHCLPSSPWQESTRVIQLMPSPIMHPLILNPRHSHSVDFKQSRHSEDGMNREGKPI.... Result: 0 (no interaction). (7) The miRNA is hsa-miR-4515 with sequence AGGACUGGACUCCCGGCAGCCC. The protein sequence of the target gene is MEDHQHVPIDIQTSKLLDWLVDRRHCSLKWQSLVLTIREKINAAIQDMPESEEIAQLLSGSYIHYFHCLRILDLLKGTEASTKNIFGRYSSQRMKDWQEIIALYEKDNTYLVELSSLLVRNVNYEIPSLKKQIAKCQQLQQEYSRKEEECQAGAAEMREQFYHSCKQYGITGENVRGELLALVKDLPSQLAEIGAAAQQSLGEAIDVYQASVGFVCESPTEQVLPMLRFVQKRGNSTVYEWRTGTEPSVVERPHLEELPEQVAEDAIDWGDFGVEAVSEGTDSGISAEAAGIDWGIFPES.... Result: 0 (no interaction).